This data is from Full USPTO retrosynthesis dataset with 1.9M reactions from patents (1976-2016). The task is: Predict the reactants needed to synthesize the given product. (1) The reactants are: [F:1][C:2]1[CH:3]=[N:4][CH:5]=[CH:6][CH:7]=1.C([Li])CCC.C(NC(C)C)(C)C.[C:20](=[O:22])=[O:21].Cl. Given the product [F:1][C:2]1[CH:3]=[N:4][CH:5]=[CH:6][C:7]=1[C:20]([OH:22])=[O:21], predict the reactants needed to synthesize it. (2) Given the product [CH3:10][C:11]1([CH3:17])[C:5]2[C:4](=[CH:3][C:2]([CH3:1])=[CH:7][C:6]=2[CH3:8])[O:9][C:13](=[O:14])[CH2:12]1, predict the reactants needed to synthesize it. The reactants are: [CH3:1][C:2]1[CH:3]=[C:4]([OH:9])[CH:5]=[C:6]([CH3:8])[CH:7]=1.[CH3:10][C:11]([CH3:17])=[CH:12][C:13](OC)=[O:14].CS(O)(=O)=O. (3) Given the product [F:1][C:2]1[CH:3]=[CH:4][C:5]([N:8]2[C:11](=[O:12])[C@H:10]([CH2:13][CH2:14][C@@H:15]([C:17]3[CH:22]=[CH:21][C:20]([F:23])=[CH:19][CH:18]=3)[OH:16])[C@H:9]2[C:24]2[CH:25]=[CH:26][C:27]([O:28][CH2:29][C:30]([NH:64][CH2:65][C:66]([NH:68][C@@H:69]([C:74]([OH:76])=[O:75])[C:70]([CH3:71])([CH3:72])[CH3:73])=[O:67])=[O:31])=[CH:33][CH:34]=2)=[CH:6][CH:7]=1, predict the reactants needed to synthesize it. The reactants are: [F:1][C:2]1[CH:7]=[CH:6][C:5]([N:8]2[C:11](=[O:12])[C@H:10]([CH2:13][CH2:14][C@@H:15]([C:17]3[CH:22]=[CH:21][C:20]([F:23])=[CH:19][CH:18]=3)[OH:16])[C@H:9]2[C:24]2[CH:34]=[CH:33][C:27]([O:28][CH2:29][C:30](O)=[O:31])=[CH:26][CH:25]=2)=[CH:4][CH:3]=1.CN1CCOCC1.CN(C(ON1N=NC2C=CC=CC1=2)=[N+](C)C)C.[B-](F)(F)(F)F.[NH2:64][CH2:65][C:66]([NH:68][C@@H:69]([C:74]([OH:76])=[O:75])[C:70]([CH3:73])([CH3:72])[CH3:71])=[O:67].